From a dataset of Forward reaction prediction with 1.9M reactions from USPTO patents (1976-2016). Predict the product of the given reaction. (1) Given the reactants [Cl:1][C:2]1[C:8]([O:9][C:10]2[CH:15]=[CH:14][C:13]([C:16]([F:19])([F:18])[F:17])=[CH:12][CH:11]=2)=[CH:7][C:5]([NH2:6])=[C:4]([N+:20]([O-])=O)[CH:3]=1.Cl, predict the reaction product. The product is: [Cl:1][C:2]1[CH:3]=[C:4]([NH2:20])[C:5]([NH2:6])=[CH:7][C:8]=1[O:9][C:10]1[CH:15]=[CH:14][C:13]([C:16]([F:19])([F:17])[F:18])=[CH:12][CH:11]=1. (2) Given the reactants [F:1][C:2]1[CH:3]=[C:4]([C@@H:8]2[NH:12][CH:11]([C:13]([OH:15])=[O:14])[CH2:10][S:9]2)[CH:5]=[CH:6][CH:7]=1.CCN(C(C)C)C(C)C.Cl[C:26]([O:28][CH2:29][C:30]1[CH:35]=[CH:34][CH:33]=[CH:32][CH:31]=1)=[O:27], predict the reaction product. The product is: [CH2:29]([O:28][C:26]([N:12]1[CH:11]([C:13]([OH:15])=[O:14])[CH2:10][S:9][C@@H:8]1[C:4]1[CH:5]=[CH:6][CH:7]=[C:2]([F:1])[CH:3]=1)=[O:27])[C:30]1[CH:35]=[CH:34][CH:33]=[CH:32][CH:31]=1. (3) The product is: [CH2:8]([C:10]1[S:11][CH:12]=[CH:13][CH:14]=1)[CH:7]([CH3:15])[CH3:6]. Given the reactants [OH-].[K+].O.NN.[CH3:6][CH:7]([CH3:15])[C:8]([C:10]1[S:11][CH:12]=[CH:13][CH:14]=1)=O, predict the reaction product. (4) Given the reactants [C:1]([O:4][CH2:5][C:6]([NH:32][C:33](=[O:35])[CH3:34])([CH2:27][O:28][C:29](=[O:31])[CH3:30])[CH2:7][CH:8](OC(=O)C)[C:9]1[CH:14]=[CH:13][C:12]([CH2:15][CH2:16][CH2:17][CH2:18][CH2:19][CH2:20][CH2:21][CH3:22])=[CH:11][CH:10]=1)(=[O:3])[CH3:2].[H][H], predict the reaction product. The product is: [C:1]([O:4][CH2:5][C:6]([NH:32][C:33](=[O:35])[CH3:34])([CH2:27][O:28][C:29](=[O:31])[CH3:30])[CH2:7][CH2:8][C:9]1[CH:14]=[CH:13][C:12]([CH2:15][CH2:16][CH2:17][CH2:18][CH2:19][CH2:20][CH2:21][CH3:22])=[CH:11][CH:10]=1)(=[O:3])[CH3:2]. (5) Given the reactants C([O:3][C:4](=[O:15])[CH2:5][C@@H:6]([C:13]#[N:14])[CH2:7][C@H:8]([CH3:12])[CH2:9][CH2:10][CH3:11])C.Cl[O-].[Na+].O.[Na+].C([C@@H](C[C@H](C)CCC)CC([O-])=O)#N, predict the reaction product. The product is: [NH2:14][CH2:13][C@@H:6]([CH2:7][C@H:8]([CH3:12])[CH2:9][CH2:10][CH3:11])[CH2:5][C:4]([OH:15])=[O:3]. (6) Given the reactants [CH:1]1([NH:4][C:5](=[O:31])[C:6]2[CH:11]=[C:10]([F:12])[C:9]([CH3:13])=[C:8]([C:14]3[CH:15]=[C:16]4[C:21](=[CH:22][CH:23]=3)[C:20](=[O:24])[N:19]([CH2:25][CH:26]3[CH2:28][CH2:27]3)[CH:18]=[C:17]4[CH:29]=O)[CH:7]=2)[CH2:3][CH2:2]1.[CH3:32][NH:33][C@@H:34]1[CH2:38][CH2:37][NH:36][CH2:35]1, predict the reaction product. The product is: [CH:1]1([NH:4][C:5](=[O:31])[C:6]2[CH:11]=[C:10]([F:12])[C:9]([CH3:13])=[C:8]([C:14]3[CH:15]=[C:16]4[C:21](=[CH:22][CH:23]=3)[C:20](=[O:24])[N:19]([CH2:25][CH:26]3[CH2:28][CH2:27]3)[CH:18]=[C:17]4[CH2:29][N:36]3[CH2:37][CH2:38][C@@H:34]([NH:33][CH3:32])[CH2:35]3)[CH:7]=2)[CH2:3][CH2:2]1. (7) Given the reactants [Br:1][C:2]1[C:3]([OH:11])=[C:4]([C:7]([O:9][CH3:10])=[O:8])[S:5][CH:6]=1.CI.[C:14]([O-])([O-])=O.[K+].[K+].O, predict the reaction product. The product is: [Br:1][C:2]1[C:3]([O:11][CH3:14])=[C:4]([C:7]([O:9][CH3:10])=[O:8])[S:5][CH:6]=1.